Dataset: Reaction yield outcomes from USPTO patents with 853,638 reactions. Task: Predict the reaction yield, written as a fraction of the theoretical maximum amount of product (1.0 means a 100% yield; for example, 0.34 means a 34% yield). The reactants are [F:1][C:2]1[CH:16]=[CH:15][C:5]([O:6][C:7]2[CH:12]=[CH:11][C:10]([CH2:13]O)=[CH:9][CH:8]=2)=[CH:4][CH:3]=1.N1C=CC=CC=1.S(Cl)([Cl:25])=O. The catalyst is ClCCl. The product is [Cl:25][CH2:13][C:10]1[CH:11]=[CH:12][C:7]([O:6][C:5]2[CH:15]=[CH:16][C:2]([F:1])=[CH:3][CH:4]=2)=[CH:8][CH:9]=1. The yield is 0.275.